From a dataset of Full USPTO retrosynthesis dataset with 1.9M reactions from patents (1976-2016). Predict the reactants needed to synthesize the given product. (1) Given the product [CH3:3][CH:2]([O:4][C:5]1[CH:10]=[CH:9][C:8]([C:11]2[O:15][N:14]=[C:13]([C:16]3[CH:17]=[CH:18][C:19]([CH2:22][N:23]4[CH:27]=[CH:26][C:25]([C:28]([O-:30])=[O:29])=[N:24]4)=[CH:20][CH:21]=3)[N:12]=2)=[CH:7][C:6]=1[C:32]([F:34])([F:35])[F:33])[CH3:1].[Na+:37], predict the reactants needed to synthesize it. The reactants are: [CH3:1][CH:2]([O:4][C:5]1[CH:10]=[CH:9][C:8]([C:11]2[O:15][N:14]=[C:13]([C:16]3[CH:21]=[CH:20][C:19]([CH2:22][N:23]4[CH:27]=[CH:26][C:25]([C:28]([O:30]C)=[O:29])=[N:24]4)=[CH:18][CH:17]=3)[N:12]=2)=[CH:7][C:6]=1[C:32]([F:35])([F:34])[F:33])[CH3:3].[OH-].[Na+:37]. (2) Given the product [C:5]([C:7]([C:10]1[CH:11]=[CH:12][C:13]([C:14]([NH:41][C:38]2[CH:39]=[CH:40][C:35]([C:32]3[S:31][C:30]([C:28]([NH:27][CH:22]([CH:21]([CH3:44])[CH3:20])[C:23]([O:25][CH3:26])=[O:24])=[O:29])=[N:34][CH:33]=3)=[CH:36][CH:37]=2)=[O:16])=[CH:18][CH:19]=1)([CH3:8])[CH3:9])#[N:6], predict the reactants needed to synthesize it. The reactants are: C[Al](C)C.[C:5]([C:7]([C:10]1[CH:19]=[CH:18][C:13]([C:14]([O:16]C)=O)=[CH:12][CH:11]=1)([CH3:9])[CH3:8])#[N:6].[CH3:20][CH:21]([CH3:44])[CH:22]([NH:27][C:28]([C:30]1[S:31][C:32]([C:35]2[CH:40]=[CH:39][C:38]([N+:41]([O-])=O)=[CH:37][CH:36]=2)=[CH:33][N:34]=1)=[O:29])[C:23]([O:25][CH3:26])=[O:24].[Cl-].[NH4+].